Dataset: Forward reaction prediction with 1.9M reactions from USPTO patents (1976-2016). Task: Predict the product of the given reaction. (1) Given the reactants [CH2:1]([O:8][N:9]1[C:15](=[O:16])[N:14]2[CH2:17][C@H:10]1[CH2:11][CH2:12][C@H:13]2[C:18]([OH:20])=O)[C:2]1[CH:7]=[CH:6][CH:5]=[CH:4][CH:3]=1.[NH2:21][O:22][CH2:23][C@H:24]1[CH2:28][CH2:27][CH2:26][N:25]1[C:29]([O:31][C:32]([CH3:35])([CH3:34])[CH3:33])=[O:30], predict the reaction product. The product is: [CH2:1]([O:8][N:9]1[C:15](=[O:16])[N:14]2[CH2:17][C@H:10]1[CH2:11][CH2:12][C@H:13]2[C:18]([NH:21][O:22][CH2:23][C@H:24]1[CH2:28][CH2:27][CH2:26][N:25]1[C:29]([O:31][C:32]([CH3:35])([CH3:34])[CH3:33])=[O:30])=[O:20])[C:2]1[CH:3]=[CH:4][CH:5]=[CH:6][CH:7]=1. (2) Given the reactants [CH3:1][C:2]1[CH:3]=[CH:4][C:5]([C:8](=O)[CH2:9][C:10](=O)[C:11]([O:13][CH2:14][CH3:15])=[O:12])=[N:6][CH:7]=1.[NH:18]([C:20]1[N:25]=[CH:24][CH:23]=[CH:22][N:21]=1)[NH2:19].Cl.C(=O)(O)[O-].[Na+], predict the reaction product. The product is: [CH3:1][C:2]1[CH:3]=[CH:4][C:5]([C:8]2[N:18]([C:20]3[N:25]=[CH:24][CH:23]=[CH:22][N:21]=3)[N:19]=[C:10]([C:11]([O:13][CH2:14][CH3:15])=[O:12])[CH:9]=2)=[N:6][CH:7]=1. (3) The product is: [Cl:19][C:20]1[CH:25]=[CH:24][C:23]([C:26]2[CH:27]=[CH:28][C:29]([C:32]#[C:33][C:34]3[CH:35]=[CH:36][C:37]([N:40]4[CH2:44][CH2:43][CH:42]([N:50]5[CH2:51][CH2:52][CH:47]([CH3:46])[CH2:48][CH2:49]5)[CH2:41]4)=[N:38][CH:39]=3)=[N:30][CH:31]=2)=[CH:22][CH:21]=1. Given the reactants [BH-](OC(C)=O)(OC(C)=O)OC(C)=O.[Na+].C(O)(=O)C.[Cl:19][C:20]1[CH:25]=[CH:24][C:23]([C:26]2[CH:27]=[CH:28][C:29]([C:32]#[C:33][C:34]3[CH:35]=[CH:36][C:37]([N:40]4[CH2:44][CH2:43][C:42](=O)[CH2:41]4)=[N:38][CH:39]=3)=[N:30][CH:31]=2)=[CH:22][CH:21]=1.[CH3:46][CH:47]1[CH2:52][CH2:51][NH:50][CH2:49][CH2:48]1.C([O-])(O)=O.[Na+], predict the reaction product. (4) Given the reactants [CH2:1]([O:8][C:9]1[C:14]2[O:15][C:16]([CH3:19])([CH3:18])[O:17][C:13]=2[CH:12]=[C:11]([CH2:20]O)[CH:10]=1)[C:2]1[CH:7]=[CH:6][CH:5]=[CH:4][CH:3]=1.C1(P([N:36]=[N+:37]=[N-:38])(C2C=CC=CC=2)=O)C=CC=CC=1.N12CCCN=C1CCCCC2, predict the reaction product. The product is: [N:36]([CH2:20][C:11]1[CH:10]=[C:9]([O:8][CH2:1][C:2]2[CH:7]=[CH:6][CH:5]=[CH:4][CH:3]=2)[C:14]2[O:15][C:16]([CH3:19])([CH3:18])[O:17][C:13]=2[CH:12]=1)=[N+:37]=[N-:38]. (5) Given the reactants [CH3:1][C:2]([O:5][C:6]([N:8]1[C@H:12]([C:13]([OH:15])=O)[CH2:11][CH:10]([OH:16])[CH2:9]1)=[O:7])([CH3:4])[CH3:3].CN1CCOCC1.CN(C(ON1N=NC2C=CC=NC1=2)=[N+](C)C)C.F[P-](F)(F)(F)(F)F.Cl.[NH2:49][C@:50]1([C:55]([O:57][CH2:58][CH3:59])=[O:56])[CH2:52][C@H:51]1[CH:53]=[CH2:54], predict the reaction product. The product is: [C:2]([O:5][C:6]([N:8]1[CH2:9][C@H:10]([OH:16])[CH2:11][C@H:12]1[C:13]([NH:49][C@:50]1([C:55]([O:57][CH2:58][CH3:59])=[O:56])[CH2:52][C@H:51]1[CH:53]=[CH2:54])=[O:15])=[O:7])([CH3:1])([CH3:3])[CH3:4]. (6) Given the reactants [CH3:1][Si](C=[N+]=[N-])(C)C.[OH:8][C:9]1[C:14]2[CH2:15][O:16][C@:17]3([CH3:29])[C@H:21]([C:13]=2[CH:12]=[CH:11][CH:10]=1)[CH2:20][N:19]([C:22]([O:24][C:25]([CH3:28])([CH3:27])[CH3:26])=[O:23])[CH2:18]3.CCN(C(C)C)C(C)C, predict the reaction product. The product is: [CH3:1][O:8][C:9]1[C:14]2[CH2:15][O:16][C@:17]3([CH3:29])[C@H:21]([C:13]=2[CH:12]=[CH:11][CH:10]=1)[CH2:20][N:19]([C:22]([O:24][C:25]([CH3:28])([CH3:27])[CH3:26])=[O:23])[CH2:18]3. (7) Given the reactants C(O[CH:5]([O:7][C:8]([N:10]1[CH2:15][CH2:14][CH:13]([NH:16][C:17]([C:19]2[C:23]([NH:24][C:25](=[O:34])[C:26]3[C:31]([Cl:32])=[CH:30][CH:29]=[CH:28][C:27]=3[Cl:33])=[CH:22][NH:21][N:20]=2)=[O:18])[CH2:12][CH2:11]1)=[O:9])[CH3:6])(=O)C.[F-:35].C([N+](CCCC)(CCCC)CCCC)CCC, predict the reaction product. The product is: [F:35][CH:5]([O:7][C:8]([N:10]1[CH2:15][CH2:14][CH:13]([NH:16][C:17]([C:19]2[C:23]([NH:24][C:25](=[O:34])[C:26]3[C:31]([Cl:32])=[CH:30][CH:29]=[CH:28][C:27]=3[Cl:33])=[CH:22][NH:21][N:20]=2)=[O:18])[CH2:12][CH2:11]1)=[O:9])[CH3:6].